From a dataset of Forward reaction prediction with 1.9M reactions from USPTO patents (1976-2016). Predict the product of the given reaction. (1) Given the reactants [CH2:1]([NH:3][CH2:4]/[CH:5]=[CH:6]\[C:7]1[CH:12]=[C:11]([F:13])[CH:10]=[CH:9][C:8]=1[S:14]([NH:17][C:18]1[C:27]([C:28]([O:30]C)=[O:29])=[C:26]2[C:21]([CH:22]3[CH2:32][CH:23]3[CH2:24][O:25]2)=[CH:20][CH:19]=1)(=[O:16])=[O:15])[CH3:2].O.[OH-].[Li+], predict the reaction product. The product is: [CH2:1]([NH:3][CH2:4]/[CH:5]=[CH:6]\[C:7]1[CH:12]=[C:11]([F:13])[CH:10]=[CH:9][C:8]=1[S:14]([NH:17][C:18]1[C:27]([C:28]([OH:30])=[O:29])=[C:26]2[C:21]([CH:22]3[CH2:32][CH:23]3[CH2:24][O:25]2)=[CH:20][CH:19]=1)(=[O:15])=[O:16])[CH3:2]. (2) Given the reactants Cl[C:2]1[N:7]=[C:6]([NH:8][C:9]2[CH:18]=[CH:17][CH:16]=[CH:15][C:10]=2[C:11]([NH:13][CH3:14])=[O:12])[C:5]([C:19]([F:22])([F:21])[F:20])=[CH:4][N:3]=1.[NH2:23][C:24]1[CH:29]=[CH:28][C:27]([CH:30]([P:32](=[O:39])([O:36][CH2:37][CH3:38])[O:33][CH2:34][CH3:35])[OH:31])=[CH:26][CH:25]=1.[C:40](O)(C(F)(F)F)=O, predict the reaction product. The product is: [CH3:40][O:31][CH:30]([P:32](=[O:39])([O:33][CH2:34][CH3:35])[O:36][CH2:37][CH3:38])[C:27]1[CH:28]=[CH:29][C:24]([NH:23][C:2]2[N:7]=[C:6]([NH:8][C:9]3[CH:18]=[CH:17][CH:16]=[CH:15][C:10]=3[C:11](=[O:12])[NH:13][CH3:14])[C:5]([C:19]([F:22])([F:21])[F:20])=[CH:4][N:3]=2)=[CH:25][CH:26]=1. (3) Given the reactants [CH:1]1([N:6]2[CH2:12][C:11]([F:14])([F:13])[C:10](=[O:15])[N:9]([CH3:16])[C:8]3[CH:17]=[N:18][C:19]([NH:21][C:22]4[CH:30]=[CH:29][C:25]([C:26](O)=[O:27])=[CH:24][C:23]=4[O:31][CH3:32])=[N:20][C:7]2=3)[CH2:5][CH2:4][CH2:3][CH2:2]1.F[P-](F)(F)(F)(F)F.CN(C(N(C)C)=[N+]1C2C(=NC=CC=2)[N+]([O-])=N1)C.C(N(C(C)C)C(C)C)C.[NH:66]1[CH2:71][CH2:70][O:69][CH2:68][CH2:67]1, predict the reaction product. The product is: [CH:1]1([N:6]2[CH2:12][C:11]([F:13])([F:14])[C:10](=[O:15])[N:9]([CH3:16])[C:8]3[CH:17]=[N:18][C:19]([NH:21][C:22]4[CH:30]=[CH:29][C:25]([C:26]([N:66]5[CH2:71][CH2:70][O:69][CH2:68][CH2:67]5)=[O:27])=[CH:24][C:23]=4[O:31][CH3:32])=[N:20][C:7]2=3)[CH2:5][CH2:4][CH2:3][CH2:2]1. (4) Given the reactants [OH:1][C:2]1[CH:3]=[C:4]([CH2:11][C:12]([OH:14])=[O:13])[CH:5]=[CH:6][C:7]=1[N+:8]([O-:10])=[O:9].[CH2:15](O)[CH3:16], predict the reaction product. The product is: [OH:1][C:2]1[CH:3]=[C:4]([CH2:11][C:12]([O:14][CH2:15][CH3:16])=[O:13])[CH:5]=[CH:6][C:7]=1[N+:8]([O-:10])=[O:9]. (5) Given the reactants [Br:1][C:2]1[C:11]([F:12])=[CH:10][CH:9]=[C:8]2[C:3]=1[CH2:4][CH2:5][N:6]([C:18](=[O:28])[CH2:19][NH:20][C:21]([O:23][C:24]([CH3:27])([CH3:26])[CH3:25])=[O:22])[CH:7]2[CH2:13][C:14]([O:16]C)=[O:15].[OH-].[Na+], predict the reaction product. The product is: [Br:1][C:2]1[C:11]([F:12])=[CH:10][CH:9]=[C:8]2[C:3]=1[CH2:4][CH2:5][N:6]([C:18](=[O:28])[CH2:19][NH:20][C:21]([O:23][C:24]([CH3:26])([CH3:25])[CH3:27])=[O:22])[CH:7]2[CH2:13][C:14]([OH:16])=[O:15]. (6) Given the reactants [CH2:1]([N:8]1[CH2:13][CH2:12][C@@H:11]([CH3:14])[C@@H:10]([NH:15][C:16]2[C:21](C(O)=O)=[CH:20][N:19]=[C:18]([NH:25][CH2:26][C:27]3[CH:32]=[CH:31][C:30]([O:33][CH3:34])=[C:29]([O:35][CH3:36])[CH:28]=3)[C:17]=2[N+:37]([O-:39])=[O:38])[CH2:9]1)[C:2]1[CH:7]=[CH:6][CH:5]=[CH:4][CH:3]=1.C(N1CC[C@H](C)[C@H](NC2C(C(O)=O)=CN=C(NCC3C=CC(OC)=C(OC)C=3)[C:56]=2[N+:76]([O-])=O)C1)C1C=CC=CC=1.C1C=CC(P(N=[N+]=[N-])(C2C=CC=CC=2)=[O:86])=CC=1, predict the reaction product. The product is: [CH2:1]([N:8]1[CH2:13][CH2:12][C@@H:11]([CH3:14])[C@@H:10]([N:15]2[C:16]3[C:17]([N+:37]([O-:39])=[O:38])=[C:18]([NH:25][CH2:26][C:27]4[CH:32]=[CH:31][C:30]([O:33][CH3:34])=[C:29]([O:35][CH3:36])[CH:28]=4)[N:19]=[CH:20][C:21]=3[NH:76][C:56]2=[O:86])[CH2:9]1)[C:2]1[CH:3]=[CH:4][CH:5]=[CH:6][CH:7]=1. (7) The product is: [CH3:27][C:20]([CH3:28])([CH2:19][C:3]1[CH:4]=[CH:5][C:6]([O:8][CH2:9][CH2:10][CH2:11][NH:12][C:13]2[CH:18]=[CH:17][CH:16]=[CH:15][N:14]=2)=[CH:7][C:2]=1[C:55]#[C:54][C:48]1[CH:53]=[CH:52][CH:51]=[CH:50][CH:49]=1)[CH2:21][C:22]([O:24][CH2:25][CH3:26])=[O:23]. Given the reactants Br[C:2]1[CH:7]=[C:6]([O:8][CH2:9][CH2:10][CH2:11][NH:12][C:13]2[CH:18]=[CH:17][CH:16]=[CH:15][N:14]=2)[CH:5]=[CH:4][C:3]=1[CH2:19][C:20]([CH3:28])([CH3:27])[CH2:21][C:22]([O:24][CH2:25][CH3:26])=[O:23].C1(P(C2C=CC=CC=2)C2C=CC=CC=2)C=CC=CC=1.[C:48]1([C:54]#[CH:55])[CH:53]=[CH:52][CH:51]=[CH:50][CH:49]=1, predict the reaction product. (8) Given the reactants [CH2:1]([N:5]1[C:14]2[CH2:13][CH2:12][CH2:11][CH2:10][C:9]=2[CH:8]=[C:7](C=O)[C:6]1=[O:17])[CH2:2][CH2:3][CH3:4].ClC1C=CC=C(C(OO)=[O:26])C=1.S([O-])([O-])(=O)=S.[Na+].[Na+].[OH-].[Na+].Cl, predict the reaction product. The product is: [CH2:1]([N:5]1[C:14]2[CH2:13][CH2:12][CH2:11][CH2:10][C:9]=2[CH:8]=[C:7]([OH:26])[C:6]1=[O:17])[CH2:2][CH2:3][CH3:4]. (9) Given the reactants [Br:1][C:2]1[CH:7]=[CH:6][CH:5]=[C:4](F)[C:3]=1[N+:9]([O-:11])=[O:10].Cl.[NH2:13][CH2:14][C:15]([O:17][CH2:18][CH3:19])=[O:16].C(N(C(C)C)C(C)C)C, predict the reaction product. The product is: [Br:1][C:2]1[C:3]([N+:9]([O-:11])=[O:10])=[C:4]([NH:13][CH2:14][C:15]([O:17][CH2:18][CH3:19])=[O:16])[CH:5]=[CH:6][CH:7]=1. (10) Given the reactants C(N)(=O)C1C=CC=CC=1.CO[C:12]1[CH:17]=[CH:16][C:15]([N:18]2[CH2:24][CH2:23][CH2:22][C:21](=[O:25])[CH2:20][CH2:19]2)=[CH:14][CH:13]=1.Cl.N1CCCC(=O)CC1.C1(B(O)O)C=CC=CC=1, predict the reaction product. The product is: [C:15]1([N:18]2[CH2:24][CH2:23][CH2:22][C:21](=[O:25])[CH2:20][CH2:19]2)[CH:16]=[CH:17][CH:12]=[CH:13][CH:14]=1.